From a dataset of Catalyst prediction with 721,799 reactions and 888 catalyst types from USPTO. Predict which catalyst facilitates the given reaction. (1) Reactant: Br[C:2]1[N:6]([C:7]2[CH:12]=[CH:11][CH:10]=[CH:9][C:8]=2[F:13])[N:5]=[C:4]([C:14]([O:16][CH2:17][CH3:18])=[O:15])[CH:3]=1.C(=O)([O-])[O-].[K+].[K+].[CH3:25][O:26][C:27]1[CH:28]=[C:29]([SH:33])[CH:30]=[CH:31][CH:32]=1. Product: [F:13][C:8]1[CH:9]=[CH:10][CH:11]=[CH:12][C:7]=1[N:6]1[C:2]([S:33][C:29]2[CH:30]=[CH:31][CH:32]=[C:27]([O:26][CH3:25])[CH:28]=2)=[CH:3][C:4]([C:14]([O:16][CH2:17][CH3:18])=[O:15])=[N:5]1. The catalyst class is: 35. (2) Reactant: FC(F)(F)C(O)=O.[CH2:8]([C:10]1[C:18]2[C:13](=[CH:14][C:15]([F:19])=[CH:16][CH:17]=2)[N:12]([C:20]2[N:24]=[C:23]([CH:25]3[CH2:30][CH2:29][NH:28][CH2:27][CH2:26]3)[O:22][N:21]=2)[N:11]=1)[CH3:9].C(=O)([O-])[O-].[K+].[K+].Br[CH2:38][CH:39]1[CH2:44][CH2:43][N:42]([C:45]([O:47][C:48]([CH3:51])([CH3:50])[CH3:49])=[O:46])[CH2:41][CH2:40]1.[I-].[Na+]. Product: [CH2:8]([C:10]1[C:18]2[C:13](=[CH:14][C:15]([F:19])=[CH:16][CH:17]=2)[N:12]([C:20]2[N:24]=[C:23]([CH:25]3[CH2:30][CH2:29][N:28]([CH2:38][CH:39]4[CH2:44][CH2:43][N:42]([C:45]([O:47][C:48]([CH3:49])([CH3:51])[CH3:50])=[O:46])[CH2:41][CH2:40]4)[CH2:27][CH2:26]3)[O:22][N:21]=2)[N:11]=1)[CH3:9]. The catalyst class is: 47. (3) Reactant: [Br:1]N1C(=O)CCC1=O.[CH3:9][O:10][C:11]([C:13]1[C:14]([NH:23][C:24]2[CH:29]=[CH:28][C:27]([Br:30])=[CH:26][C:25]=2[Cl:31])=[C:15]([Cl:22])[C:16]2[N:17]([CH:19]=[CH:20][N:21]=2)[CH:18]=1)=[O:12]. Product: [CH3:9][O:10][C:11]([C:13]1[C:14]([NH:23][C:24]2[CH:29]=[CH:28][C:27]([Br:30])=[CH:26][C:25]=2[Cl:31])=[C:15]([Cl:22])[C:16]2[N:17]([C:19]([Br:1])=[CH:20][N:21]=2)[CH:18]=1)=[O:12]. The catalyst class is: 789.